Dataset: Reaction yield outcomes from USPTO patents with 853,638 reactions. Task: Predict the reaction yield, written as a fraction of the theoretical maximum amount of product (1.0 means a 100% yield; for example, 0.34 means a 34% yield). (1) The reactants are [F:1][C:2]([F:39])([F:38])[C:3]1[CH:4]=[C:5]([C:13]([CH3:37])([CH3:36])[C:14]([N:16]([C:18]2[CH:19]=[N:20][C:21]([NH:31][CH2:32][C:33](=[O:35])[CH3:34])=[CH:22][C:23]=2[C:24]2[CH:29]=[CH:28][CH:27]=[CH:26][C:25]=2[Cl:30])[CH3:17])=[O:15])[CH:6]=[C:7]([C:9]([F:12])([F:11])[F:10])[CH:8]=1.[CH3:40][Mg]Br.Cl. The catalyst is O1CCCC1.C(OCC)C. The product is [F:39][C:2]([F:1])([F:38])[C:3]1[CH:4]=[C:5]([C:13]([CH3:36])([CH3:37])[C:14]([N:16]([C:18]2[CH:19]=[N:20][C:21]([NH:31][CH2:32][C:33]([OH:35])([CH3:40])[CH3:34])=[CH:22][C:23]=2[C:24]2[CH:29]=[CH:28][CH:27]=[CH:26][C:25]=2[Cl:30])[CH3:17])=[O:15])[CH:6]=[C:7]([C:9]([F:12])([F:11])[F:10])[CH:8]=1. The yield is 0.500. (2) The reactants are CCO[CH:4]1[N:13](C(OCC)=O)C2C(=CC=CC=2)[CH:6]=[CH:5]1.[NH2:19][C@@H:20]1[C@H:24]([OH:25])[C@@H:23]([CH2:26][OH:27])[O:22][C@H:21]1[N:28]1[CH:35]=[CH:34][C:32](=[O:33])[NH:31][C:29]1=[O:30].[C:36](NCCC(O)=O)([O:38][CH2:39][CH:40]1[C:52]2[C:47](=[CH:48][CH:49]=[CH:50][CH:51]=2)[C:46]2[C:41]1=[CH:42][CH:43]=[CH:44][CH:45]=2)=[O:37].C[OH:60]. The product is [C:36]([N:19]([C@@H:20]1[C@H:24]([OH:25])[C@@H:23]([CH2:26][OH:27])[O:22][C@H:21]1[N:28]1[CH:35]=[CH:34][C:32](=[O:33])[NH:31][C:29]1=[O:30])[C:6](=[O:60])[CH2:5][CH2:4][NH2:13])([O:38][CH2:39][CH:40]1[C:52]2[C:47](=[CH:48][CH:49]=[CH:50][CH:51]=2)[C:46]2[C:41]1=[CH:42][CH:43]=[CH:44][CH:45]=2)=[O:37]. The yield is 0.770. The catalyst is ClCCl. (3) The reactants are Cl.[CH:2]1[C:15]2[NH:14][C:13]3[C:8](=[CH:9][CH:10]=[CH:11][CH:12]=3)[S:7][C:6]=2[CH:5]=[CH:4][C:3]=1[C:16]1[N:17]=[C:18]([CH2:21][NH2:22])[S:19][CH:20]=1.C(N(CC)CC)C.[CH3:30][O:31][C:32](Cl)=[O:33]. The catalyst is O1CCOCC1. The product is [CH:2]1[C:15]2[NH:14][C:13]3[C:8](=[CH:9][CH:10]=[CH:11][CH:12]=3)[S:7][C:6]=2[CH:5]=[CH:4][C:3]=1[C:16]1[N:17]=[C:18]([CH2:21][NH:22][C:32](=[O:33])[O:31][CH3:30])[S:19][CH:20]=1. The yield is 0.460. (4) The reactants are Cl[C:2]([O:4][CH:5]([CH3:7])[CH3:6])=[O:3].C1(C)C=CC=CC=1.[CH3:15][O:16][C:17](=[O:31])[C:18]1[CH:23]=[C:22]([CH:24]=[CH2:25])[C:21]([C:26]([F:29])([F:28])[F:27])=[CH:20][C:19]=1[NH2:30].N1C=CC=CC=1. The catalyst is C(Cl)Cl. The product is [CH3:15][O:16][C:17](=[O:31])[C:18]1[CH:23]=[C:22]([CH:24]=[CH2:25])[C:21]([C:26]([F:28])([F:27])[F:29])=[CH:20][C:19]=1[NH:30][C:2]([O:4][CH:5]([CH3:7])[CH3:6])=[O:3]. The yield is 0.870. (5) The reactants are [NH2:1][C:2]1[CH:7]=[CH:6][C:5](C=[NH+][O-])=[CH:4][CH:3]=1.C(N(CC)CC)C.Cl[C:19]([C:21]1[CH:26]=[CH:25][CH:24]=[CH:23][C:22]=1[Se:27]Cl)=[O:20]. The catalyst is C(Cl)Cl. The product is [C:2]1([N:1]2[C:19](=[O:20])[C:21]3[CH:26]=[CH:25][CH:24]=[CH:23][C:22]=3[Se:27]2)[CH:7]=[CH:6][CH:5]=[CH:4][CH:3]=1. The yield is 0.550. (6) The reactants are [CH3:1][C:2]1[CH:7]=[C:6]([CH3:8])[N:5]=[C:4]([NH2:9])[N:3]=1.[NH2:10]O.[CH3:12][C:13]1[CH:18]=[C:17]([CH3:19])[CH:16]=[C:15]([CH3:20])[C:14]=1[S:21]([O-:24])(=[O:23])=[O:22]. The catalyst is C(Cl)Cl. The product is [CH3:20][C:15]1[CH:16]=[C:17]([CH3:19])[CH:18]=[C:13]([CH3:12])[C:14]=1[S:21]([O-:24])(=[O:23])=[O:22].[NH2:10][N:3]1[C:2]([CH3:1])=[CH:7][C:6]([CH3:8])=[N:5][C:4]1=[NH2+:9]. The yield is 0.620. (7) The reactants are C(OC([NH:8][C:9]1[C:17]([O:18][C:19]([F:22])([F:21])[F:20])=[CH:16][CH:15]=[CH:14][C:10]=1[C:11]([OH:13])=[O:12])=O)(C)(C)C. The catalyst is C(O)(C(F)(F)F)=O.C(Cl)Cl. The product is [NH2:8][C:9]1[C:17]([O:18][C:19]([F:20])([F:21])[F:22])=[CH:16][CH:15]=[CH:14][C:10]=1[C:11]([OH:13])=[O:12]. The yield is 0.710.